Dataset: Full USPTO retrosynthesis dataset with 1.9M reactions from patents (1976-2016). Task: Predict the reactants needed to synthesize the given product. Given the product [CH3:10][C:4]1[CH:5]=[CH:6][CH:7]=[C:8]([CH3:9])[C:3]=1[CH2:2][S:11]([OH:14])(=[O:13])=[O:12], predict the reactants needed to synthesize it. The reactants are: Br[CH2:2][C:3]1[C:8]([CH3:9])=[CH:7][CH:6]=[CH:5][C:4]=1[CH3:10].[S:11]([O-:14])([O-:13])=[O:12].[Na+].[Na+].O.